From a dataset of Forward reaction prediction with 1.9M reactions from USPTO patents (1976-2016). Predict the product of the given reaction. (1) Given the reactants [NH2:1][C:2]1[N:7]=[C:6]([NH2:8])[CH:5]=[CH:4][N:3]=1.[Br-:9].[Br-].[Br-].[NH+]1C=CC=CC=1.[NH+]1C=CC=CC=1.[NH+]1C=CC=CC=1, predict the reaction product. The product is: [NH2:1][C:2]1[N:7]=[C:6]([NH2:8])[C:5]([Br:9])=[CH:4][N:3]=1. (2) Given the reactants Cl.[NH2:2][C:3]1[CH:4]=[CH:5][C:6]2[C:12]3[S:13][C:14]([C:16]([N:18]([C:20]4[CH:25]=[CH:24][CH:23]=[CH:22][C:21]=4[Cl:26])[CH3:19])=[O:17])=[CH:15][C:11]=3[CH2:10][CH2:9][O:8][C:7]=2[CH:27]=1.[C:28](Cl)(=[O:31])[CH:29]=[CH2:30], predict the reaction product. The product is: [C:28]([NH:2][C:3]1[CH:4]=[CH:5][C:6]2[C:12]3[S:13][C:14]([C:16]([N:18]([C:20]4[CH:25]=[CH:24][CH:23]=[CH:22][C:21]=4[Cl:26])[CH3:19])=[O:17])=[CH:15][C:11]=3[CH2:10][CH2:9][O:8][C:7]=2[CH:27]=1)(=[O:31])[CH:29]=[CH2:30]. (3) The product is: [N+:24]([C:22]1[N:21]=[C:19]2[N:18]([CH:23]=1)[CH2:17][CH2:16][C@H:15]([CH2:14][O:13][C:12]1[CH:11]=[CH:10][C:9]([N:6]3[CH2:5][CH2:4][C:3](=[O:2])[CH2:8][CH2:7]3)=[CH:28][CH:27]=1)[O:20]2)([O-:26])=[O:25]. Given the reactants C[O:2][C:3]1(OC)[CH2:8][CH2:7][N:6]([C:9]2[CH:28]=[CH:27][C:12]([O:13][CH2:14][C@@H:15]3[O:20][C:19]4=[N:21][C:22]([N+:24]([O-:26])=[O:25])=[CH:23][N:18]4[CH2:17][CH2:16]3)=[CH:11][CH:10]=2)[CH2:5][CH2:4]1.CC(C)=O.Cl, predict the reaction product. (4) Given the reactants [C:1]([Si:5]([CH3:13])([CH3:12])[O:6][CH2:7][C:8]([CH3:11])([OH:10])[CH3:9])([CH3:4])([CH3:3])[CH3:2].CC(C)([O-])C.[K+].F[C:21]1[CH:26]=[CH:25][C:24]([N+:27]([O-:29])=[O:28])=[CH:23][C:22]=1[N:30]1[C:34](=[O:35])[N:33]([CH3:36])[N:32]=[N:31]1, predict the reaction product. The product is: [Si:5]([O:6][CH2:7][C:8]([CH3:11])([O:10][C:21]1[CH:26]=[CH:25][C:24]([N+:27]([O-:29])=[O:28])=[CH:23][C:22]=1[N:30]1[C:34](=[O:35])[N:33]([CH3:36])[N:32]=[N:31]1)[CH3:9])([C:1]([CH3:4])([CH3:3])[CH3:2])([CH3:13])[CH3:12]. (5) Given the reactants [CH3:1][N:2]([CH2:13][C:14]1[NH:18][C:17]2[CH:19]=[CH:20][CH:21]=[C:22]([C:23](OC)=[O:24])[C:16]=2[N:15]=1)[CH:3]1[C:12]2[N:11]=[CH:10][CH:9]=[CH:8][C:7]=2[CH2:6][CH2:5][CH2:4]1.[N:27]1([CH:33]([CH3:36])[CH2:34][NH2:35])[CH2:32][CH2:31][CH2:30][CH2:29][CH2:28]1, predict the reaction product. The product is: [CH3:1][N:2]([CH2:13][C:14]1[NH:18][C:17]2[CH:19]=[CH:20][CH:21]=[C:22]([C:23]([NH:35][CH2:34][CH:33]([N:27]3[CH2:32][CH2:31][CH2:30][CH2:29][CH2:28]3)[CH3:36])=[O:24])[C:16]=2[N:15]=1)[CH:3]1[C:12]2[N:11]=[CH:10][CH:9]=[CH:8][C:7]=2[CH2:6][CH2:5][CH2:4]1.